From a dataset of Reaction yield outcomes from USPTO patents with 853,638 reactions. Predict the reaction yield, written as a fraction of the theoretical maximum amount of product (1.0 means a 100% yield; for example, 0.34 means a 34% yield). (1) The reactants are Cl[C:2]1[N:3]=[C:4]([N:19]2[CH2:24][CH2:23][O:22][CH2:21][C@@H:20]2[CH3:25])[C:5]2[CH2:11][CH2:10][N:9]([C:12]([O:14][C:15]([CH3:18])([CH3:17])[CH3:16])=[O:13])[CH2:8][C:6]=2[N:7]=1.[CH2:26]([O:33][C:34]1[N:39]=[C:38]([NH:40][C:41]2[CH:46]=[CH:45][C:44](B3OC(C)(C)C(C)(C)O3)=[CH:43][CH:42]=2)[CH:37]=[CH:36][CH:35]=1)[C:27]1[CH:32]=[CH:31][CH:30]=[CH:29][CH:28]=1.C(=O)([O-])[O-].[K+].[K+].C([O-])(=O)C.[K+]. The catalyst is C1C=CC([P]([Pd]([P](C2C=CC=CC=2)(C2C=CC=CC=2)C2C=CC=CC=2)([P](C2C=CC=CC=2)(C2C=CC=CC=2)C2C=CC=CC=2)[P](C2C=CC=CC=2)(C2C=CC=CC=2)C2C=CC=CC=2)(C2C=CC=CC=2)C2C=CC=CC=2)=CC=1.O.C(#N)C. The product is [CH2:26]([O:33][C:34]1[N:39]=[C:38]([NH:40][C:41]2[CH:46]=[CH:45][C:44]([C:2]3[N:3]=[C:4]([N:19]4[CH2:24][CH2:23][O:22][CH2:21][C@@H:20]4[CH3:25])[C:5]4[CH2:11][CH2:10][N:9]([C:12]([O:14][C:15]([CH3:18])([CH3:17])[CH3:16])=[O:13])[CH2:8][C:6]=4[N:7]=3)=[CH:43][CH:42]=2)[CH:37]=[CH:36][CH:35]=1)[C:27]1[CH:28]=[CH:29][CH:30]=[CH:31][CH:32]=1. The yield is 0.900. (2) The reactants are [OH:1][CH2:2][C:3]1[NH:4][C:5]2[CH:11]=[CH:10][CH:9]=[CH:8][C:6]=2[N:7]=1.C(N(CC)C(C)C)(C)C.[CH3:21][Si:22]([CH3:29])([CH3:28])[CH2:23][CH2:24][O:25][CH2:26]Cl. The catalyst is CN(C=O)C. The product is [CH3:21][Si:22]([CH3:29])([CH3:28])[CH2:23][CH2:24][O:25][CH2:26][N:7]1[C:6]2[CH:8]=[CH:9][CH:10]=[CH:11][C:5]=2[N:4]=[C:3]1[CH2:2][OH:1]. The yield is 0.440. (3) The reactants are [Br:1][C:2]1[N:7]=[CH:6][C:5]2[N:8]=[C:9]([CH2:14][OH:15])[N:10]([CH:11]([CH3:13])[CH3:12])[C:4]=2[CH:3]=1.[O:16]1[CH:21]=[CH:20][CH2:19][CH2:18][CH2:17]1.C1(C)C=CC(S(O)(=O)=O)=CC=1. The catalyst is O1CCCC1.C(=O)(O)[O-].[Na+]. The product is [Br:1][C:2]1[N:7]=[CH:6][C:5]2[N:8]=[C:9]([CH2:14][O:15][CH:17]3[CH2:18][CH2:19][CH2:20][CH2:21][O:16]3)[N:10]([CH:11]([CH3:12])[CH3:13])[C:4]=2[CH:3]=1. The yield is 0.940. (4) The reactants are [CH2:1]([O:5][C:6]1[CH:11]=[C:10](/[CH:12]=[C:13](\[O:18][CH2:19][CH3:20])/[C:14]([O:16]C)=[O:15])[CH:9]=[CH:8][C:7]=1[C:21]1[CH:26]=[CH:25][CH:24]=[C:23]([N:27]([CH3:39])[C:28]([NH:30][CH2:31][CH2:32][C:33]2[CH:38]=[CH:37][CH:36]=[CH:35][CH:34]=2)=[O:29])[CH:22]=1)[CH2:2][CH2:3][CH3:4].O1CCCC1.CO.O.O.[OH-].[Li+]. The catalyst is C(O)(=O)C. The product is [CH2:1]([O:5][C:6]1[CH:11]=[C:10](/[CH:12]=[C:13](\[O:18][CH2:19][CH3:20])/[C:14]([OH:16])=[O:15])[CH:9]=[CH:8][C:7]=1[C:21]1[CH:26]=[CH:25][CH:24]=[C:23]([N:27]([CH3:39])[C:28]([NH:30][CH2:31][CH2:32][C:33]2[CH:34]=[CH:35][CH:36]=[CH:37][CH:38]=2)=[O:29])[CH:22]=1)[CH2:2][CH2:3][CH3:4]. The yield is 0.340. (5) The reactants are [CH:1]1([C:4]2[CH:29]=[CH:28][C:7]3[NH:8][C:9]4[CH:26]=[C:25]([F:27])[CH:24]=[CH:23][C:10]=4[N:11]=[C:12]([N:13]4[CH2:18][CH2:17][NH:16][C@@H:15]([CH2:19][CH2:20][O:21][CH3:22])[CH2:14]4)[C:6]=3[CH:5]=2)[CH2:3][CH2:2]1.[C:30](O[BH-]([O:39][C:40](=[O:42])[CH3:41])[O:39][C:40](=[O:42])[CH3:41])(=O)[CH3:30].[Na+].C=[O:45]. The catalyst is ClCCl.[Cl-].[Na+].CO. The product is [NH3:8].[C:40]([OH:39])(=[O:42])[CH2:41][CH2:19][C:20]([OH:21])=[O:45].[CH:1]1([C:4]2[CH:29]=[CH:28][C:7]3[NH:8][C:9]4[CH:26]=[C:25]([F:27])[CH:24]=[CH:23][C:10]=4[N:11]=[C:12]([N:13]4[CH2:18][CH2:17][N:16]([CH3:30])[C@@H:15]([CH2:19][CH2:20][O:21][CH3:22])[CH2:14]4)[C:6]=3[CH:5]=2)[CH2:2][CH2:3]1. The yield is 0.100. (6) The reactants are [NH:1]1[C:5]2[CH:6]=[CH:7][CH:8]=[CH:9][C:4]=2[N:3]=[C:2]1[S:10][CH2:11][C:12]([N:14]1[C:23]2[C:18](=[CH:19][CH:20]=[CH:21][CH:22]=2)[CH2:17][CH2:16][CH2:15]1)=[O:13].S([C:34]#[N:35])(C1C=CC(C)=CC=1)(=O)=O. The catalyst is C1COCC1. The product is [N:14]1([C:12](=[O:13])[CH2:11][S:10][C:2]2[N:3]([C:34]#[N:35])[C:4]3[CH:9]=[CH:8][CH:7]=[CH:6][C:5]=3[N:1]=2)[C:23]2[C:18](=[CH:19][CH:20]=[CH:21][CH:22]=2)[CH2:17][CH2:16][CH2:15]1. The yield is 0.590.